From a dataset of Peptide-MHC class I binding affinity with 185,985 pairs from IEDB/IMGT. Regression. Given a peptide amino acid sequence and an MHC pseudo amino acid sequence, predict their binding affinity value. This is MHC class I binding data. (1) The peptide sequence is RQTALFLL. The MHC is Mamu-A01 with pseudo-sequence Mamu-A01. The binding affinity (normalized) is 0.351. (2) The peptide sequence is RVFYFAIFY. The MHC is SLA-30401 with pseudo-sequence SLA-30401. The binding affinity (normalized) is 0.0847. (3) The peptide sequence is QNQEYSLL. The MHC is HLA-A02:01 with pseudo-sequence HLA-A02:01. The binding affinity (normalized) is 0. (4) The peptide sequence is AVEGGLYPV. The MHC is HLA-A11:01 with pseudo-sequence HLA-A11:01. The binding affinity (normalized) is 0.213. (5) The peptide sequence is RSLFNTVATLY. The MHC is HLA-A26:02 with pseudo-sequence HLA-A26:02. The binding affinity (normalized) is 0.264.